Dataset: Forward reaction prediction with 1.9M reactions from USPTO patents (1976-2016). Task: Predict the product of the given reaction. Given the reactants [Cl:1][C:2]1[CH:7]=[C:6]([C:8]2[C:16]3[C:11](=[N:12][CH:13]=[CH:14][N:15]=3)[N:10](S(C3C=CC=CC=3)(=O)=O)[CH:9]=2)[CH:5]=[C:4]([Cl:26])[N:3]=1.[OH-].[K+], predict the reaction product. The product is: [Cl:26][C:4]1[CH:5]=[C:6]([C:8]2[C:16]3[C:11](=[N:12][CH:13]=[CH:14][N:15]=3)[NH:10][CH:9]=2)[CH:7]=[C:2]([Cl:1])[N:3]=1.